The task is: Predict the product of the given reaction.. This data is from Forward reaction prediction with 1.9M reactions from USPTO patents (1976-2016). (1) Given the reactants [OH:1][C:2]1[CH:3]=[C:4]([CH:9]=[C:10]([N:12]([CH2:17][CH2:18][N:19]2[CH2:24][CH2:23][O:22][CH2:21][CH2:20]2)[S:13]([CH3:16])(=[O:15])=[O:14])[CH:11]=1)[C:5]([O:7]C)=[O:6].[OH-].[Na+].Cl, predict the reaction product. The product is: [OH:1][C:2]1[CH:3]=[C:4]([CH:9]=[C:10]([N:12]([CH2:17][CH2:18][N:19]2[CH2:20][CH2:21][O:22][CH2:23][CH2:24]2)[S:13]([CH3:16])(=[O:15])=[O:14])[CH:11]=1)[C:5]([OH:7])=[O:6]. (2) Given the reactants [CH3:1][O:2][C:3]1[CH:10]=[CH:9][C:6]([CH2:7]Cl)=[CH:5][CH:4]=1.[F:11][C:12]1[CH:13]=[C:14]2[C:19](=[CH:20][CH:21]=1)[C:18](=[O:22])[NH:17][CH:16]=[CH:15]2.C([O-])([O-])=O.[Cs+].[Cs+], predict the reaction product. The product is: [F:11][C:12]1[CH:13]=[C:14]2[C:19](=[CH:20][CH:21]=1)[C:18](=[O:22])[N:17]([CH2:7][C:6]1[CH:9]=[CH:10][C:3]([O:2][CH3:1])=[CH:4][CH:5]=1)[CH:16]=[CH:15]2. (3) Given the reactants [C:1]([O:5][C:6]([N:8]1[CH2:13][CH2:12][N:11]([C:14]2[CH:19]=[CH:18][C:17](Br)=[CH:16][C:15]=2[CH:21]2[CH2:26][CH2:25][C:24]([CH2:29][CH3:30])([CH2:27][CH3:28])[CH2:23][CH2:22]2)[CH2:10][CH2:9]1)=[O:7])([CH3:4])([CH3:3])[CH3:2].Cl.[CH3:32][O:33][C@H:34]1[CH2:39][CH2:38][CH2:37][NH:36][CH2:35]1.CC(C)([O-])C.[Na+].F[B-](F)(F)F.C([PH+](C(C)(C)C)C(C)(C)C)(C)(C)C, predict the reaction product. The product is: [C:1]([O:5][C:6]([N:8]1[CH2:13][CH2:12][N:11]([C:14]2[CH:19]=[CH:18][C:17]([N:36]3[CH2:37][CH2:38][CH2:39][C@H:34]([O:33][CH3:32])[CH2:35]3)=[CH:16][C:15]=2[CH:21]2[CH2:26][CH2:25][C:24]([CH2:29][CH3:30])([CH2:27][CH3:28])[CH2:23][CH2:22]2)[CH2:10][CH2:9]1)=[O:7])([CH3:4])([CH3:3])[CH3:2].